From a dataset of Full USPTO retrosynthesis dataset with 1.9M reactions from patents (1976-2016). Predict the reactants needed to synthesize the given product. (1) Given the product [CH3:12][O:11]/[N:10]=[C:8]1\[CH2:9][C@@H:5]([C:3]([O:2][CH3:1])=[O:4])[N:6]([C:26]([C:23]2[CH:22]=[CH:21][C:20]([C:15]3[CH:16]=[CH:17][CH:18]=[CH:19][C:14]=3[CH3:13])=[CH:25][CH:24]=2)=[O:27])[CH2:7]\1, predict the reactants needed to synthesize it. The reactants are: [CH3:1][O:2][C:3]([C@@H:5]1[CH2:9][C:8](=[N:10][O:11][CH3:12])[CH2:7][NH:6]1)=[O:4].[CH3:13][C:14]1[CH:19]=[CH:18][CH:17]=[CH:16][C:15]=1[C:20]1[CH:25]=[CH:24][C:23]([C:26](O)=[O:27])=[CH:22][CH:21]=1.C(Cl)Cl.C(Cl)CCl. (2) The reactants are: Cl.[NH2:2][C:3]1[CH:8]=[CH:7][CH:6]=[C:5]([Br:9])[C:4]=1[OH:10].C(OCC)(=O)C.C(=O)([O-])O.[Na+].[Cl:22][CH:23]([C:27]1[CH:32]=[CH:31][CH:30]=[CH:29][CH:28]=1)[C:24](Cl)=[O:25]. Given the product [Br:9][C:5]1[C:4]([OH:10])=[C:3]([NH:2][C:24](=[O:25])[CH:23]([Cl:22])[C:27]2[CH:32]=[CH:31][CH:30]=[CH:29][CH:28]=2)[CH:8]=[CH:7][CH:6]=1, predict the reactants needed to synthesize it. (3) Given the product [NH2:17][C:18]1[C:23]([N+:24]([O-:26])=[O:25])=[CH:22][C:21]([C:4]2[CH:5]=[CH:6][C:1]([CH3:10])=[CH:2][CH:3]=2)=[CH:20][N:19]=1, predict the reactants needed to synthesize it. The reactants are: [C:1]1([CH3:10])[CH:6]=[CH:5][C:4](B(O)O)=[CH:3][CH:2]=1.C(=O)([O-])[O-].[Na+].[Na+].[NH2:17][C:18]1[C:23]([N+:24]([O-:26])=[O:25])=[CH:22][C:21](Br)=[CH:20][N:19]=1.O.